This data is from Full USPTO retrosynthesis dataset with 1.9M reactions from patents (1976-2016). The task is: Predict the reactants needed to synthesize the given product. (1) Given the product [C:20]([O:24][C:25](=[O:26])[N:8]([CH2:9][C:10]1[CH:15]=[CH:14][CH:13]=[CH:12][C:11]=1[OH:16])[CH2:7][C:6]1[CH:17]=[CH:18][CH:19]=[C:4]([CH2:3][CH2:2][OH:1])[CH:5]=1)([CH3:23])([CH3:22])[CH3:21], predict the reactants needed to synthesize it. The reactants are: [OH:1][CH2:2][CH2:3][C:4]1[CH:5]=[C:6]([CH:17]=[CH:18][CH:19]=1)[CH2:7][NH:8][CH2:9][C:10]1[CH:15]=[CH:14][CH:13]=[CH:12][C:11]=1[OH:16].[C:20]([O:24][C:25](O[C:25]([O:24][C:20]([CH3:23])([CH3:22])[CH3:21])=[O:26])=[O:26])([CH3:23])([CH3:22])[CH3:21]. (2) Given the product [ClH:30].[CH2:1]([O:8][CH2:9][CH2:10][CH2:11][C@@H:12]1[CH2:16][CH2:15][N:14]([C:17]2[CH:18]=[N:19][CH:20]=[C:21]([O:23][CH2:24][C@@H:25]3[CH2:29][CH2:28][CH2:27][NH:26]3)[CH:22]=2)[CH2:13]1)[C:2]1[CH:3]=[CH:4][CH:5]=[CH:6][CH:7]=1, predict the reactants needed to synthesize it. The reactants are: [CH2:1]([O:8][CH2:9][CH2:10][CH2:11][C@@H:12]1[CH2:16][CH2:15][N:14]([C:17]2[CH:18]=[N:19][CH:20]=[C:21]([O:23][CH2:24][C@@H:25]3[CH2:29][CH2:28][CH2:27][NH:26]3)[CH:22]=2)[CH2:13]1)[C:2]1[CH:7]=[CH:6][CH:5]=[CH:4][CH:3]=1.[ClH:30]. (3) Given the product [C:18]([O:17][C:16](=[O:22])[NH:15][C@H:10]1[CH2:11][C@@H:12]([CH3:14])[CH2:13][N:8]([C:7]2[CH:6]=[CH:5][N:4]=[CH:3][C:2]=2[NH:1][C:34]([C:30]2[CH:29]=[CH:28][C:27]3[C:32](=[CH:33][C:24]([Br:23])=[CH:25][CH:26]=3)[N:31]=2)=[O:35])[CH2:9]1)([CH3:21])([CH3:20])[CH3:19], predict the reactants needed to synthesize it. The reactants are: [NH2:1][C:2]1[CH:3]=[N:4][CH:5]=[CH:6][C:7]=1[N:8]1[CH2:13][C@H:12]([CH3:14])[CH2:11][C@H:10]([NH:15][C:16](=[O:22])[O:17][C:18]([CH3:21])([CH3:20])[CH3:19])[CH2:9]1.[Br:23][C:24]1[CH:33]=[C:32]2[C:27]([CH:28]=[CH:29][C:30]([C:34](O)=[O:35])=[N:31]2)=[CH:26][CH:25]=1.CCN(C(C)C)C(C)C. (4) Given the product [CH:20]([N:1]1[C:9]2[C:4](=[CH:5][C:6]([C:10]([O:12][CH3:13])=[O:11])=[CH:7][CH:8]=2)[CH:3]=[N:2]1)([CH3:22])[CH3:21], predict the reactants needed to synthesize it. The reactants are: [NH:1]1[C:9]2[C:4](=[CH:5][C:6]([C:10]([O:12][CH3:13])=[O:11])=[CH:7][CH:8]=2)[CH:3]=[N:2]1.C(=O)([O-])[O-].[K+].[K+].[CH:20](I)([CH3:22])[CH3:21]. (5) The reactants are: Cl[C:2]1[N:7]=[CH:6][C:5]([CH2:8][O:9][CH2:10][CH3:11])=[CH:4][N:3]=1.[NH:12]1[CH2:17][CH2:16][CH:15]([C@H:18]2[CH2:20][C@H:19]2[CH2:21][CH2:22][OH:23])[CH2:14][CH2:13]1.C(=O)([O-])[O-].[Cs+].[Cs+]. Given the product [CH2:10]([O:9][CH2:8][C:5]1[CH:4]=[N:3][C:2]([N:12]2[CH2:17][CH2:16][CH:15]([C@H:18]3[CH2:20][C@H:19]3[CH2:21][CH2:22][OH:23])[CH2:14][CH2:13]2)=[N:7][CH:6]=1)[CH3:11], predict the reactants needed to synthesize it. (6) Given the product [C:21]1([CH2:20][CH2:19][CH2:18][O:17][C:15](=[O:16])[NH:14][C@H:10]2[C:11](=[O:13])[O:12][C@H:9]2[CH3:27])[CH:26]=[CH:25][CH:24]=[CH:23][CH:22]=1, predict the reactants needed to synthesize it. The reactants are: CCN(CC)CC.O[C@@H:9]([CH3:27])[C@@H:10]([NH:14][C:15]([O:17][CH2:18][CH2:19][CH2:20][C:21]1[CH:26]=[CH:25][CH:24]=[CH:23][CH:22]=1)=[O:16])[C:11]([OH:13])=[O:12].CN(C(ON1N=NC2C=CC=CC1=2)=[N+](C)C)C.F[P-](F)(F)(F)(F)F. (7) The reactants are: [CH2:1]([O:3][C:4]([CH:6]1[CH2:11][CH2:10][NH:9][CH2:8][CH2:7]1)=[O:5])[CH3:2].[N:12]1([S:18](Cl)(=[O:20])=[O:19])[CH2:17][CH2:16][O:15][CH2:14][CH2:13]1. Given the product [CH2:1]([O:3][C:4]([CH:6]1[CH2:11][CH2:10][N:9]([S:18]([N:12]2[CH2:17][CH2:16][O:15][CH2:14][CH2:13]2)(=[O:20])=[O:19])[CH2:8][CH2:7]1)=[O:5])[CH3:2], predict the reactants needed to synthesize it. (8) Given the product [OH:15][C:7]1([C:1]2[CH:2]=[CH:3][CH:4]=[CH:5][CH:6]=2)[CH2:14][CH:10]2[CH2:11][N:12]([CH2:23][C:24]([C:26]3[CH:31]=[CH:30][CH:29]=[CH:28][CH:27]=3)=[O:25])[CH2:13][CH:9]2[CH2:8]1, predict the reactants needed to synthesize it. The reactants are: [C:1]1([C:7]2([OH:15])[CH2:14][CH:10]3[CH2:11][NH:12][CH2:13][CH:9]3[CH2:8]2)[CH:6]=[CH:5][CH:4]=[CH:3][CH:2]=1.C(=O)([O-])[O-].[K+].[K+].Br[CH2:23][C:24]([C:26]1[CH:31]=[CH:30][CH:29]=[CH:28][CH:27]=1)=[O:25].